Task: Predict the reactants needed to synthesize the given product.. Dataset: Full USPTO retrosynthesis dataset with 1.9M reactions from patents (1976-2016) (1) Given the product [C:16]1([C:22]2[CH2:26][CH:25]([C:27]3[CH:32]=[CH:31][CH:30]=[CH:29][CH:28]=3)[N:24]([C:33]3[CH:34]=[CH:35][C:36]([CH:37]=[CH:15][C:6]4[O:5][C:4]([CH:1]([CH3:3])[CH3:2])=[CH:9][C:8](=[C:10]([C:11]#[N:12])[C:13]#[N:14])[CH:7]=4)=[CH:39][CH:40]=3)[N:23]=2)[CH:21]=[CH:20][CH:19]=[CH:18][CH:17]=1, predict the reactants needed to synthesize it. The reactants are: [CH:1]([C:4]1[O:5][C:6]([CH3:15])=[CH:7][C:8](=[C:10]([C:13]#[N:14])[C:11]#[N:12])[CH:9]=1)([CH3:3])[CH3:2].[C:16]1([C:22]2[CH2:26][CH:25]([C:27]3[CH:32]=[CH:31][CH:30]=[CH:29][CH:28]=3)[N:24]([C:33]3[CH:40]=[CH:39][C:36]([CH:37]=O)=[CH:35][CH:34]=3)[N:23]=2)[CH:21]=[CH:20][CH:19]=[CH:18][CH:17]=1.N1CCCCC1. (2) Given the product [CH3:23][N:24]([CH3:25])[C:19]([C:11]1[CH:12]=[C:13]([C:14]2[CH:18]=[CH:17][NH:16][CH:15]=2)[N:9]([C:6]2[CH:7]=[N:8][C:3]([O:2][CH3:1])=[CH:4][CH:5]=2)[N:10]=1)=[O:21], predict the reactants needed to synthesize it. The reactants are: [CH3:1][O:2][C:3]1[N:8]=[CH:7][C:6]([N:9]2[C:13]([C:14]3[CH:18]=[CH:17][NH:16][CH:15]=3)=[CH:12][C:11]([C:19]([OH:21])=O)=[N:10]2)=[CH:5][CH:4]=1.Cl.[CH3:23][NH:24][CH3:25]. (3) The reactants are: [N+:1]([C:4]1[CH:9]=[CH:8][CH:7]=[C:6]([C:10]2[CH:15]=[CH:14][N:13]=[CH:12][CH:11]=2)[C:5]=1[NH:16]C(=O)C)([O-:3])=[O:2].[OH-].[Na+]. Given the product [N+:1]([C:4]1[CH:9]=[CH:8][CH:7]=[C:6]([C:10]2[CH:11]=[CH:12][N:13]=[CH:14][CH:15]=2)[C:5]=1[NH2:16])([O-:3])=[O:2], predict the reactants needed to synthesize it.